This data is from Full USPTO retrosynthesis dataset with 1.9M reactions from patents (1976-2016). The task is: Predict the reactants needed to synthesize the given product. (1) Given the product [Cl:24][C:18]1[CH:19]=[C:20]([N+:21]([O-:23])=[O:22])[C:12]([S:11][C:5]2[CH:6]=[CH:7][C:8]([F:10])=[CH:9][C:4]=2[CH2:1][OH:2])=[C:13]([CH2:14][OH:15])[CH:17]=1, predict the reactants needed to synthesize it. The reactants are: [C:1]([C:4]1[CH:9]=[C:8]([F:10])[CH:7]=[CH:6][C:5]=1[S:11][C:12]1[C:20]([N+:21]([O-:23])=[O:22])=[CH:19][C:18]([Cl:24])=[CH:17][C:13]=1[C:14](O)=[O:15])(O)=[O:2]. (2) Given the product [N:8]1([C:9](=[O:11])[C:10]2[N:2]([CH3:1])[CH:3]=[N:4][C:5]=2[NH:6][C:7]1=[O:12])[CH3:14], predict the reactants needed to synthesize it. The reactants are: [CH3:1][N:2]1[C:10]2[C:9](=[O:11])[NH:8][C:7](=[O:12])[NH:6][C:5]=2[N:4]=[CH:3]1.N1C(=O)C2NC=NC=2N[C:14]1=O. (3) Given the product [Cl:11][C:12]1[CH:20]=[CH:19][CH:18]=[CH:17][C:13]=1[C:14]([CH:5]1[C:6](=[O:8])[O:7][C:2]([CH3:10])([CH3:1])[O:3][C:4]1=[O:9])=[O:15], predict the reactants needed to synthesize it. The reactants are: [CH3:1][C:2]1([CH3:10])[O:7][C:6](=[O:8])[CH2:5][C:4](=[O:9])[O:3]1.[Cl:11][C:12]1[CH:20]=[CH:19][CH:18]=[CH:17][C:13]=1[C:14](Cl)=[O:15]. (4) The reactants are: [NH2:1][C:2]1[CH:3]=[C:4]([CH:7]=[CH:8][CH:9]=1)[C:5]#[N:6].[CH2:10](Br)[C:11]#[CH:12].C(N(C(C)C)C(C)C)C. Given the product [CH2:12]([NH:1][C:2]1[CH:3]=[C:4]([CH:7]=[CH:8][CH:9]=1)[C:5]#[N:6])[C:11]#[CH:10], predict the reactants needed to synthesize it.